This data is from Experimentally validated miRNA-target interactions with 360,000+ pairs, plus equal number of negative samples. The task is: Binary Classification. Given a miRNA mature sequence and a target amino acid sequence, predict their likelihood of interaction. (1) The miRNA is hsa-miR-3197 with sequence GGAGGCGCAGGCUCGGAAAGGCG. The protein sequence of the target gene is MNNLNDPPNWNIRPNSRADGGDGSRWNYALLVPMLGLAAFRWIWSRESQKEVEKEREAYRRRTAAFQQDLEAKYHAMISENRRAVAQLSLELEKEQNRTASYREALISQGRKLVEEKKLLEQERAQVMQEKRQVQPLRSAYLSCLQREENWQRRARLLLKEFEAVLTERQNIYCSLFLPRSKRLEIEKSLLVRASVDPVAADLEMAAGLTDIFQHDTYCGDVWNTNKRQNGRLMWLYLKYWELVVELKKFKRVEEAILEK. Result: 1 (interaction). (2) The miRNA is hsa-miR-524-5p with sequence CUACAAAGGGAAGCACUUUCUC. The protein sequence of the target gene is MHRARWLTPVIPALWEAEAGRSRGQEIETILANKKQSAMPWDQDPEQSTGNYSEDEQNGKQKWREEGEAGRKREREKEEKNEKELQDEQENKRKRENEKQKQYPEKRLVSKSLMHTLWAKFKLNRCPTIQESLSLSFEFDMTHKQISQWFCKTRKKYNKEMSKRKHKKKHMRWRSLCCQGWSRTPALK. Result: 0 (no interaction).